From a dataset of Reaction yield outcomes from USPTO patents with 853,638 reactions. Predict the reaction yield, written as a fraction of the theoretical maximum amount of product (1.0 means a 100% yield; for example, 0.34 means a 34% yield). (1) The reactants are [Cl:1][C:2]1[CH:7]=[CH:6][C:5](B2OC(C)(C)C(C)(C)O2)=[CH:4][CH:3]=1.Cl[C:18]1[N:23]=[C:22]([NH:24][CH2:25][C:26]2[O:27][CH:28]=[CH:29][CH:30]=2)[C:21]([Cl:31])=[C:20]([C:32]([O:34][CH3:35])=[O:33])[N:19]=1.[F-].[Cs+].ClCCl. The catalyst is C(COC)OC.O.[Cl-].[Na+].O.C(OCC)(=O)C. The product is [Cl:31][C:21]1[C:22]([NH:24][CH2:25][C:26]2[O:27][CH:28]=[CH:29][CH:30]=2)=[N:23][C:18]([C:5]2[CH:4]=[CH:3][C:2]([Cl:1])=[CH:7][CH:6]=2)=[N:19][C:20]=1[C:32]([O:34][CH3:35])=[O:33]. The yield is 0.570. (2) The reactants are [OH:1][C:2]1[C:6](=[O:7])[N:5]([C:8]2[S:9][C:10]([S:13]([C:16]3[CH:21]=[CH:20][C:19]([N+:22]([O-:24])=[O:23])=[CH:18][CH:17]=3)(=[O:15])=[O:14])=[CH:11][N:12]=2)[CH:4]([C:25]2[CH:33]=[CH:32][C:28]([C:29](O)=[O:30])=[CH:27][CH:26]=2)[C:3]=1[C:34](=[O:42])[C:35]1[CH:40]=[CH:39][C:38]([CH3:41])=[CH:37][CH:36]=1.Cl.[CH3:44][NH:45][CH3:46]. No catalyst specified. The product is [OH:1][C:2]1[C:6](=[O:7])[N:5]([C:8]2[S:9][C:10]([S:13]([C:16]3[CH:21]=[CH:20][C:19]([N+:22]([O-:24])=[O:23])=[CH:18][CH:17]=3)(=[O:15])=[O:14])=[CH:11][N:12]=2)[CH:4]([C:25]2[CH:33]=[CH:32][C:28]([C:29]([N:45]([CH3:46])[CH3:44])=[O:30])=[CH:27][CH:26]=2)[C:3]=1[C:34](=[O:42])[C:35]1[CH:36]=[CH:37][C:38]([CH3:41])=[CH:39][CH:40]=1. The yield is 0.750. (3) The reactants are Cl[C:2]1[N:3]([CH2:13][C:14]2[CH:19]=[CH:18][CH:17]=[CH:16][CH:15]=2)[C:4]2[C:9]([C:10]=1[CH:11]=[O:12])=[CH:8][CH:7]=[CH:6][CH:5]=2.[NH:20]1[CH2:25][CH2:24][NH:23][CH2:22][CH2:21]1. No catalyst specified. The product is [N:20]1([C:2]2[N:3]([CH2:13][C:14]3[CH:19]=[CH:18][CH:17]=[CH:16][CH:15]=3)[C:4]3[C:9]([C:10]=2[CH:11]=[O:12])=[CH:8][CH:7]=[CH:6][CH:5]=3)[CH2:25][CH2:24][NH:23][CH2:22][CH2:21]1. The yield is 0.640. (4) The reactants are C(O)(C(F)(F)F)=O.C(OC([N:15]1[CH2:20][CH2:19][CH:18]([O:21][C:22]2[CH:23]=[CH:24][C:25]3[C:37](=[O:38])[C:36]4[C:35]5[C:30](=[CH:31][C:32]([C:39]#[N:40])=[CH:33][CH:34]=5)[NH:29][C:28]=4[C:27]([CH3:42])([CH3:41])[C:26]=3[CH:43]=2)[CH2:17][CH2:16]1)=O)(C)(C)C. The catalyst is C1COCC1. The product is [CH3:41][C:27]1([CH3:42])[C:28]2[NH:29][C:30]3[C:35](=[CH:34][CH:33]=[C:32]([C:39]#[N:40])[CH:31]=3)[C:36]=2[C:37](=[O:38])[C:25]2[CH:24]=[CH:23][C:22]([O:21][CH:18]3[CH2:19][CH2:20][NH:15][CH2:16][CH2:17]3)=[CH:43][C:26]1=2. The yield is 0.760. (5) The reactants are [Cl:1][C:2]1[C:10]([N+:11]([O-:13])=[O:12])=[C:9]2[C:5]([C:6](=[O:15])[C:7](=O)[NH:8]2)=[CH:4][CH:3]=1.[Cl:16][CH2:17][CH2:18]CI.C(=O)([O-])[O-:22].[Cs+].[Cs+].[OH-].[Na+].OO.Cl. The catalyst is CN(C)C(=O)C. The product is [Cl:1][C:2]1[CH:3]=[CH:4][C:5]([C:6]([OH:15])=[O:22])=[C:9]([NH:8][CH2:7][CH2:18][CH2:17][Cl:16])[C:10]=1[N+:11]([O-:13])=[O:12]. The yield is 0.700. (6) The reactants are Cl[C:2]1[CH:7]=[CH:6][C:5]([N+:8]([O-:10])=[O:9])=[CH:4][C:3]=1[S:11]([NH2:14])(=[O:13])=[O:12].C(=O)([O-])[O-].[NH4+:19].[NH4+]. The catalyst is [OH-].[NH4+].S([O-])([O-])(=O)=O.[Cu+2]. The product is [NH2:19][C:2]1[CH:7]=[CH:6][C:5]([N+:8]([O-:10])=[O:9])=[CH:4][C:3]=1[S:11]([NH2:14])(=[O:13])=[O:12]. The yield is 0.365. (7) The reactants are [C:1]([C:3]1[CH:4]=[C:5]([CH:28]=[CH:29][CH:30]=1)[C:6]([NH:8][C:9]1[C:10]([NH:15][C:16](=[O:27])[C:17]2[CH:22]=[CH:21][C:20]([C:23]([CH3:26])([CH3:25])[CH3:24])=[CH:19][CH:18]=2)=[CH:11][CH:12]=[CH:13][CH:14]=1)=[O:7])#[N:2].OO.C(=O)([O-])[O-:34].[K+].[K+]. The catalyst is CS(C)=O.O. The product is [C:1]([C:3]1[CH:4]=[C:5]([CH:28]=[CH:29][CH:30]=1)[C:6]([NH:8][C:9]1[C:10]([NH:15][C:16](=[O:27])[C:17]2[CH:18]=[CH:19][C:20]([C:23]([CH3:26])([CH3:25])[CH3:24])=[CH:21][CH:22]=2)=[CH:11][CH:12]=[CH:13][CH:14]=1)=[O:7])(=[O:34])[NH2:2]. The yield is 0.430.